From a dataset of Catalyst prediction with 721,799 reactions and 888 catalyst types from USPTO. Predict which catalyst facilitates the given reaction. (1) Reactant: C[O:2][C:3](=[O:30])[C:4]1[CH:9]=[C:8]([Cl:10])[CH:7]=[CH:6][C:5]=1[CH:11]1[CH2:16][CH2:15][N:14]([CH2:17][CH2:18][N:19]2[C:24]3[CH:25]=[CH:26][CH:27]=[CH:28][C:23]=3[O:22][CH2:21][C:20]2=[O:29])[CH2:13][CH2:12]1.[OH-].[Na+].Cl. Product: [Cl:10][C:8]1[CH:7]=[CH:6][C:5]([CH:11]2[CH2:16][CH2:15][N:14]([CH2:17][CH2:18][N:19]3[C:24]4[CH:25]=[CH:26][CH:27]=[CH:28][C:23]=4[O:22][CH2:21][C:20]3=[O:29])[CH2:13][CH2:12]2)=[C:4]([CH:9]=1)[C:3]([OH:30])=[O:2]. The catalyst class is: 5. (2) Reactant: [C:1]([O:4][C:5]1[CH:13]=[CH:12][C:8]([C:9](O)=[O:10])=[CH:7][CH:6]=1)(=[O:3])[CH3:2].CC[N:16](CC)CC.ClC(OCC(C)C)=O.Cl. Product: [C:1]([O:4][C:5]1[CH:13]=[CH:12][C:8]([C:9]([NH2:16])=[O:10])=[CH:7][CH:6]=1)(=[O:3])[CH3:2]. The catalyst class is: 1. (3) Product: [CH2:41]([N:20]([CH2:21][CH2:22][C:23]([F:24])([F:26])[F:25])[C:7]1[C:6]([C:4]([N:3]([O:2][CH3:1])[CH3:27])=[O:5])=[CH:10][N:9]([CH2:11][C:12]2[CH:13]=[CH:14][C:15]([O:18][CH3:19])=[CH:16][CH:17]=2)[N:8]=1)[CH:40]=[CH2:39]. Reactant: [CH3:1][O:2][N:3]([CH3:27])[C:4]([C:6]1[C:7]([NH:20][CH2:21][CH2:22][C:23]([F:26])([F:25])[F:24])=[N:8][N:9]([CH2:11][C:12]2[CH:17]=[CH:16][C:15]([O:18][CH3:19])=[CH:14][CH:13]=2)[CH:10]=1)=[O:5].[Li+].C[Si]([N-][Si](C)(C)C)(C)C.Br[CH2:39][CH:40]=[CH2:41]. The catalyst class is: 1.